From a dataset of Forward reaction prediction with 1.9M reactions from USPTO patents (1976-2016). Predict the product of the given reaction. (1) Given the reactants [Br:1]C1C=C(OC)C(N2CCN(C)CC2)=NC=1.[CH3:17][O:18][C:19]1[CH:24]=[CH:23][N:22]=[C:21]([N:25]2[CH2:30][CH2:29][N:28]([C:31]([O:33][C:34]([CH3:37])([CH3:36])[CH3:35])=[O:32])[CH2:27][C@@H:26]2[CH3:38])[CH:20]=1, predict the reaction product. The product is: [Br:1][C:24]1[C:19]([O:18][CH3:17])=[CH:20][C:21]([N:25]2[CH2:30][CH2:29][N:28]([C:31]([O:33][C:34]([CH3:37])([CH3:36])[CH3:35])=[O:32])[CH2:27][C@@H:26]2[CH3:38])=[N:22][CH:23]=1. (2) Given the reactants C[O:2][C:3]1[CH:4]=[C:5]2[C:10](=[CH:11][CH:12]=1)[N:9]=[C:8]([CH3:13])[CH:7]=[C:6]2[C:14]([F:17])([F:16])[F:15].B(Br)(Br)Br.C(=O)(O)[O-].[Na+], predict the reaction product. The product is: [CH3:13][C:8]1[CH:7]=[C:6]([C:14]([F:16])([F:15])[F:17])[C:5]2[C:10](=[CH:11][CH:12]=[C:3]([OH:2])[CH:4]=2)[N:9]=1. (3) Given the reactants [CH2:1]([O:8][C:9]1[C:10](N2S(=O)(=O)NC(=O)C2)=[CH:11][C:12]2[CH2:13][CH2:14][CH:15]([OH:19])[CH2:16][C:17]=2[CH:18]=1)[C:2]1[CH:7]=[CH:6][CH:5]=[CH:4][CH:3]=1.OC1C([N:40]2[S:44](=[O:46])(=[O:45])[NH:43][C:42](=[O:47])[CH2:41]2)=CC2CCC(O)CC=2C=1.Cl[CH2:49][O:50][CH2:51][C:52]1[CH:57]=[CH:56][CH:55]=[CH:54][CH:53]=1.C(=O)([O-])[O-].[K+].[K+], predict the reaction product. The product is: [CH2:1]([O:8][C:9]1[C:10]([C:53]2[C:52]([CH2:51][O:50][CH2:49][N:43]3[C:42](=[O:47])[CH2:41][NH:40][S:44]3(=[O:45])=[O:46])=[CH:57][CH:56]=[CH:55][CH:54]=2)=[CH:11][C:12]2[CH2:13][CH2:14][CH:15]([OH:19])[CH2:16][C:17]=2[CH:18]=1)[C:2]1[CH:7]=[CH:6][CH:5]=[CH:4][CH:3]=1. (4) The product is: [O:21]=[C:14]1[C:15]2[C:20](=[CH:19][CH:18]=[CH:17][CH:16]=2)[C:11](=[CH:10][NH:9][C:6]2[CH:7]=[CH:8][C:3]([CH2:2][O:1][S:24]([CH3:23])(=[O:26])=[O:25])=[CH:4][CH:5]=2)[C:12](=[O:22])[NH:13]1. Given the reactants [OH:1][CH2:2][C:3]1[CH:8]=[CH:7][C:6]([NH:9][CH:10]=[C:11]2[C:20]3[C:15](=[CH:16][CH:17]=[CH:18][CH:19]=3)[C:14](=[O:21])[NH:13][C:12]2=[O:22])=[CH:5][CH:4]=1.[CH3:23][S:24](Cl)(=[O:26])=[O:25].C(N(CC)CC)C, predict the reaction product.